From a dataset of Skin sensitization/reaction prediction data. Regression/Classification. Given a drug SMILES string, predict its toxicity properties. Task type varies by dataset: regression for continuous values (e.g., LD50, hERG inhibition percentage) or binary classification for toxic/non-toxic outcomes (e.g., AMES mutagenicity, cardiotoxicity, hepatotoxicity). Dataset: skin_reaction. (1) The molecule is C=C1CC(C(=C)C)CC=C1C. The result is 1 (causes skin reaction). (2) The compound is CCCOc1ccc(C=CC(=O)N2C(=O)N(C)C(C)C2c2ccccc2)c(C(=O)c2ccc(OC)cc2OCc2ccccc2)c1. The result is 0 (no skin reaction).